The task is: Predict the product of the given reaction.. This data is from Forward reaction prediction with 1.9M reactions from USPTO patents (1976-2016). (1) Given the reactants Br[C:2]1[C:3]([O:23][CH3:24])=[C:4]([CH:10]([N:12]2[C:16]3=[N:17][CH:18]=[N:19][C:20]([NH2:21])=[C:15]3[C:14]([CH3:22])=[N:13]2)[CH3:11])[CH:5]=[C:6]([Cl:9])[C:7]=1[CH3:8].[CH:25]1([B-](F)(F)F)[CH2:27][CH2:26]1.[K+].P([O-])([O-])([O-])=O.[K+].[K+].[K+], predict the reaction product. The product is: [Cl:9][C:6]1[C:7]([CH3:8])=[C:2]([CH:25]2[CH2:27][CH2:26]2)[C:3]([O:23][CH3:24])=[C:4]([CH:10]([N:12]2[C:16]3=[N:17][CH:18]=[N:19][C:20]([NH2:21])=[C:15]3[C:14]([CH3:22])=[N:13]2)[CH3:11])[CH:5]=1. (2) Given the reactants BrC1C=CC=CC=1C(Cl)=O.[CH3:11][O:12][C:13]1[CH:14]=[C:15]2[C:20](=[CH:21][C:22]=1[O:23][CH3:24])[N:19]=[CH:18][CH:17]=[C:16]2[O:25][C:26]1[CH:32]=[CH:31][C:29]([NH2:30])=[CH:28][C:27]=1[F:33].[Br:34][C:35]1[CH:40]=[CH:39][CH:38]=[CH:37][C:36]=1[C:41]([N:43]=[C:44]=[S:45])=[O:42], predict the reaction product. The product is: [Br:34][C:35]1[CH:40]=[CH:39][CH:38]=[CH:37][C:36]=1[C:41]([N:43]=[C:44]=[S:45])=[O:42].[Br:34][C:35]1[CH:40]=[CH:39][CH:38]=[CH:37][C:36]=1[C:41]([NH:43][C:44]([NH:30][C:29]1[CH:31]=[CH:32][C:26]([O:25][C:16]2[C:15]3[C:20](=[CH:21][C:22]([O:23][CH3:24])=[C:13]([O:12][CH3:11])[CH:14]=3)[N:19]=[CH:18][CH:17]=2)=[C:27]([F:33])[CH:28]=1)=[S:45])=[O:42]. (3) Given the reactants [NH2:1][C:2]1[N:7]=[C:6]([C:8]2[CH:13]=[CH:12][C:11]([F:14])=[CH:10][CH:9]=2)[C:5]([C:15]#[N:16])=[C:4](S(C)=O)[N:3]=1.[N:20]1[CH:25]=[CH:24][CH:23]=[CH:22][C:21]=1[CH2:26][NH2:27], predict the reaction product. The product is: [NH2:1][C:2]1[N:7]=[C:6]([C:8]2[CH:13]=[CH:12][C:11]([F:14])=[CH:10][CH:9]=2)[C:5]([C:15]#[N:16])=[C:4]([NH:27][CH2:26][C:21]2[CH:22]=[CH:23][CH:24]=[CH:25][N:20]=2)[N:3]=1.